The task is: Predict the product of the given reaction.. This data is from Forward reaction prediction with 1.9M reactions from USPTO patents (1976-2016). (1) Given the reactants [F:1][C:2]([F:7])([F:6])[C:3]([OH:5])=[O:4].[CH3:8][CH:9]1[CH2:18][CH2:17][C:16]2[C:11](=[CH:12][CH:13]=[CH:14][C:15]=2[N:19]2[CH2:24][CH2:23][NH:22][CH2:21][CH2:20]2)[N:10]1[S:25]([C:28]1[CH:33]=[CH:32][C:31]([CH3:34])=[CH:30][CH:29]=1)(=[O:27])=[O:26].[H-].[Na+].CI, predict the reaction product. The product is: [F:1][C:2]([F:7])([F:6])[C:3]([OH:5])=[O:4].[CH3:8][CH:9]1[CH2:18][CH2:17][C:16]2[C:11](=[CH:12][CH:13]=[CH:14][C:15]=2[N:19]2[CH2:20][CH2:21][N:22]([CH3:2])[CH2:23][CH2:24]2)[N:10]1[S:25]([C:28]1[CH:29]=[CH:30][C:31]([CH3:34])=[CH:32][CH:33]=1)(=[O:27])=[O:26]. (2) Given the reactants [CH3:1][O:2][C:3]1[CH:9]=[C:8]([C:10]2[CH2:11][CH2:12][NH:13][CH2:14][CH:15]=2)[CH:7]=[CH:6][C:4]=1[NH2:5].[CH3:16][C:17]([O:20][C:21](O[C:21]([O:20][C:17]([CH3:19])([CH3:18])[CH3:16])=[O:22])=[O:22])([CH3:19])[CH3:18], predict the reaction product. The product is: [NH2:5][C:4]1[CH:6]=[CH:7][C:8]([C:10]2[CH2:11][CH2:12][N:13]([C:21]([O:20][C:17]([CH3:19])([CH3:18])[CH3:16])=[O:22])[CH2:14][CH:15]=2)=[CH:9][C:3]=1[O:2][CH3:1]. (3) The product is: [C:7]([O:10][C:11]1[CH:12]=[C:13]([C:17]2[CH:22]=[C:21]([C:23](=[O:32])[NH:24][C:25]3[CH:30]=[CH:29][C:28]([C:11]4[CH:12]=[CH:13][C:1]([OH:4])=[CH:15][CH:16]=4)=[CH:27][N:26]=3)[CH:20]=[CH:19][C:18]=2[O:33][CH3:34])[CH:14]=[CH:15][CH:16]=1)(=[O:9])[CH3:8]. Given the reactants [C:1](=[O:4])([O-])[O-].[K+].[K+].[C:7]([O:10][C:11]1[CH:12]=[C:13]([C:17]2[CH:22]=[C:21]([C:23](=[O:32])[NH:24][C:25]3[CH:30]=[CH:29][C:28](Br)=[CH:27][N:26]=3)[CH:20]=[CH:19][C:18]=2[O:33][CH3:34])[CH:14]=[CH:15][CH:16]=1)(=[O:9])[CH3:8], predict the reaction product. (4) Given the reactants [Cl:1][C:2]1[C:3]([OH:12])=[CH:4][C:5]2[O:9][C:8](=[O:10])[NH:7][C:6]=2[CH:11]=1.N1C=CN=C1.[CH:18]([Si:21](Cl)([CH:25]([CH3:27])[CH3:26])[CH:22]([CH3:24])[CH3:23])([CH3:20])[CH3:19], predict the reaction product. The product is: [Cl:1][C:2]1[C:3]([O:12][Si:21]([CH:25]([CH3:27])[CH3:26])([CH:22]([CH3:24])[CH3:23])[CH:18]([CH3:20])[CH3:19])=[CH:4][C:5]2[O:9][C:8](=[O:10])[NH:7][C:6]=2[CH:11]=1. (5) Given the reactants C1(C(C2C=CC=CC=2)[N:8]2[C:16]3[C:11](=[CH:12][CH:13]=[CH:14][CH:15]=3)[C@@:10]3([C:20]4=[CH:21][C:22]5[O:26][CH2:25][O:24][C:23]=5[CH:27]=[C:19]4[O:18][CH2:17]3)[C:9]2=[O:28])C=CC=CC=1.FC(F)(F)C(O)=O.C([SiH](CC)CC)C, predict the reaction product. The product is: [NH:8]1[C:16]2[C:11](=[CH:12][CH:13]=[CH:14][CH:15]=2)[C@@:10]2([C:20]3=[CH:21][C:22]4[O:26][CH2:25][O:24][C:23]=4[CH:27]=[C:19]3[O:18][CH2:17]2)[C:9]1=[O:28].